From a dataset of Catalyst prediction with 721,799 reactions and 888 catalyst types from USPTO. Predict which catalyst facilitates the given reaction. (1) Reactant: [Cl:1][C:2]1[CH:12]=[CH:11][C:5]2[CH2:6][CH2:7][NH:8][CH2:9][CH2:10][C:4]=2[C:3]=1[NH:13][CH2:14][C:15]([F:18])([F:17])[F:16].[C:19]([OH:26])(=[O:25])[CH2:20][CH2:21][C:22]([OH:24])=[O:23]. Product: [C:19]([OH:26])(=[O:25])[CH2:20][CH2:21][C:22]([OH:24])=[O:23].[Cl:1][C:2]1[CH:12]=[CH:11][C:5]2[CH2:6][CH2:7][NH:8][CH2:9][CH2:10][C:4]=2[C:3]=1[NH:13][CH2:14][C:15]([F:16])([F:18])[F:17]. The catalyst class is: 8. (2) Reactant: [Br:1][C:2]1[C:10]([N+:11]([O-:13])=[O:12])=[CH:9][CH:8]=[CH:7][C:3]=1[C:4]([OH:6])=[O:5].IC.[C:16](=O)([O-])[O-].[K+].[K+].O. Product: [Br:1][C:2]1[C:10]([N+:11]([O-:13])=[O:12])=[CH:9][CH:8]=[CH:7][C:3]=1[C:4]([O:6][CH3:16])=[O:5]. The catalyst class is: 3. (3) Reactant: [N+:1]([C:4]1[CH:19]=[CH:18][C:7]([CH2:8][CH:9]2[CH2:12][CH:11]([C:13]([O:15][CH2:16][CH3:17])=[O:14])[CH2:10]2)=[CH:6][CH:5]=1)([O-])=O. Product: [NH2:1][C:4]1[CH:5]=[CH:6][C:7]([CH2:8][CH:9]2[CH2:10][CH:11]([C:13]([O:15][CH2:16][CH3:17])=[O:14])[CH2:12]2)=[CH:18][CH:19]=1. The catalyst class is: 25. (4) Reactant: [C:1]([C:3]1[C:11]2[CH2:10][CH2:9][N:8]([C:12]([O:14][CH2:15][CH3:16])=[O:13])[CH2:7][C:6]=2[O:5][C:4]=1/[N:17]=[CH:18]/[N:19](C)C)#[N:2].[Cl:22][C:23]1[CH:24]=[C:25]([CH:27]=[CH:28][C:29]=1[F:30])N. Product: [Cl:22][C:23]1[CH:24]=[C:25]([NH:2][C:1]2[C:3]3[C:11]4[CH2:10][CH2:9][N:8]([C:12]([O:14][CH2:15][CH3:16])=[O:13])[CH2:7][C:6]=4[O:5][C:4]=3[N:17]=[CH:18][N:19]=2)[CH:27]=[CH:28][C:29]=1[F:30]. The catalyst class is: 477. (5) Reactant: Br[C:2]1[CH:3]=[CH:4][C:5]([O:8][CH3:9])=[N:6][CH:7]=1.[Li]C(C)(C)C.[Cl:15][C:16]1[CH:33]=[CH:32][C:19]([CH2:20][N:21]2[C:29]3[C:24](=[CH:25][CH:26]=[CH:27][CH:28]=3)[C:23](=[O:30])[C:22]2=[O:31])=[CH:18][CH:17]=1. Product: [Cl:15][C:16]1[CH:17]=[CH:18][C:19]([CH2:20][N:21]2[C:29]3[C:24](=[CH:25][CH:26]=[CH:27][CH:28]=3)[C:23]([OH:30])([C:2]3[CH:7]=[N:6][C:5]([O:8][CH3:9])=[CH:4][CH:3]=3)[C:22]2=[O:31])=[CH:32][CH:33]=1. The catalyst class is: 1. (6) Reactant: Br[C:2]1[CH:11]=[C:10]2[C:5]([N:6]=[CH:7][CH:8]=[N:9]2)=[C:4]([C:12]([NH:14][CH2:15][C:16]([O:18][CH2:19][CH3:20])=[O:17])=[O:13])[C:3]=1[OH:21].[C:22]1([S:28]([N:31]2[C:39]3[C:34](=[CH:35][CH:36]=[CH:37][CH:38]=3)[C:33](B3OC(C)(C)C(C)(C)O3)=[CH:32]2)(=[O:30])=[O:29])[CH:27]=[CH:26][CH:25]=[CH:24][CH:23]=1.C(=O)([O-])[O-].[K+].[K+]. Product: [OH:21][C:3]1[C:4]([C:12]([NH:14][CH2:15][C:16]([O:18][CH2:19][CH3:20])=[O:17])=[O:13])=[C:5]2[C:10](=[CH:11][C:2]=1[C:33]1[C:34]3[C:39](=[CH:38][CH:37]=[CH:36][CH:35]=3)[N:31]([S:28]([C:22]3[CH:27]=[CH:26][CH:25]=[CH:24][CH:23]=3)(=[O:30])=[O:29])[CH:32]=1)[N:9]=[CH:8][CH:7]=[N:6]2. The catalyst class is: 70. (7) Reactant: [C:1]([N:8]1[CH2:13][CH2:12][CH2:11][CH:10]([CH2:14][NH:15][C:16]2[CH:21]=[CH:20][CH:19]=[CH:18][CH:17]=2)[CH2:9]1)([O:3][C:4]([CH3:7])([CH3:6])[CH3:5])=[O:2].[CH3:22][O:23][CH2:24][C:25](Cl)=[O:26]. Product: [C:1]([N:8]1[CH2:13][CH2:12][CH2:11][CH:10]([CH2:14][N:15]([C:16]2[CH:21]=[CH:20][CH:19]=[CH:18][CH:17]=2)[C:25](=[O:26])[CH2:24][O:23][CH3:22])[CH2:9]1)([O:3][C:4]([CH3:6])([CH3:7])[CH3:5])=[O:2]. The catalyst class is: 2.